The task is: Predict the reactants needed to synthesize the given product.. This data is from Full USPTO retrosynthesis dataset with 1.9M reactions from patents (1976-2016). (1) Given the product [F:1][C:2]1[CH:7]=[CH:6][CH:5]=[CH:4][C:3]=1[C:8]1[O:9][C:10]2[C:15]([C:16](=[O:18])[CH:17]=1)=[C:14]([OH:19])[CH:13]=[C:12]([OH:21])[C:11]=2[C@@H:23]1[CH2:27][CH2:26][N:25]([CH3:28])[C@H:24]1[CH2:29][OH:30], predict the reactants needed to synthesize it. The reactants are: [F:1][C:2]1[CH:7]=[CH:6][CH:5]=[CH:4][C:3]=1[C:8]1[O:9][C:10]2[C:15]([C:16](=[O:18])[CH:17]=1)=[C:14]([O:19]C)[CH:13]=[C:12]([O:21]C)[C:11]=2[C@@H:23]1[CH2:27][CH2:26][N:25]([CH3:28])[C@H:24]1[CH2:29][OH:30].Cl.N1C=CC=CC=1. (2) Given the product [CH3:9][O:8][C:6]1[CH:5]=[CH:4][N:3]=[C:2]([C:16]2[CH:17]=[C:12]([CH:13]=[CH:14][CH:15]=2)[CH:10]=[O:11])[CH:7]=1, predict the reactants needed to synthesize it. The reactants are: Br[C:2]1[CH:7]=[C:6]([O:8][CH3:9])[CH:5]=[CH:4][N:3]=1.[CH:10]([C:12]1[CH:13]=[C:14](B(O)O)[CH:15]=[CH:16][CH:17]=1)=[O:11]. (3) Given the product [Cl:1][C:2]1[N:3]=[C:4]([C:9]([NH:11][C@H:12]2[CH2:17][CH2:16][N:15]([C:18]3[S:19][C:20]([C:24]([N:31]([CH3:32])[CH3:30])=[O:25])=[C:21]([CH3:23])[N:22]=3)[CH2:14][C@H:13]2[O:27][CH3:28])=[O:10])[NH:5][C:6]=1[CH2:7][CH3:8], predict the reactants needed to synthesize it. The reactants are: [Cl:1][C:2]1[N:3]=[C:4]([C:9]([NH:11][C@H:12]2[CH2:17][CH2:16][N:15]([C:18]3[S:19][C:20]([C:24](O)=[O:25])=[C:21]([CH3:23])[N:22]=3)[CH2:14][C@H:13]2[O:27][CH3:28])=[O:10])[NH:5][C:6]=1[CH2:7][CH3:8].Cl.[CH3:30][NH:31][CH3:32].CCN=C=NCCCN(C)C.Cl.C1C=CC2N(O)N=NC=2C=1.C(N(C(C)C)CC)(C)C. (4) Given the product [CH3:10][C:8]1([CH3:9])[O:11][C:12](=[O:13])[NH:1][C:2]2[N:3]=[CH:4][CH:5]=[CH:6][C:7]1=2, predict the reactants needed to synthesize it. The reactants are: [NH2:1][C:2]1[C:7]([C:8]([OH:11])([CH3:10])[CH3:9])=[CH:6][CH:5]=[CH:4][N:3]=1.[C:12](N1C=CN=C1)(N1C=CN=C1)=[O:13]. (5) Given the product [CH2:7]([O:25][C:26]1[CH:27]=[CH:28][C:29]([CH:32]([CH2:33][OH:35])[CH2:38][OH:39])=[CH:30][CH:31]=1)[CH2:8][CH2:9][CH2:10][CH2:11][CH2:12][CH2:13][CH2:14][CH2:15][CH2:16][CH2:17][CH2:18][CH2:19][CH2:20][CH2:21][CH2:22][CH2:23][CH3:24], predict the reactants needed to synthesize it. The reactants are: [H-].[H-].[H-].[H-].[Li+].[Al+3].[CH2:7]([O:25][C:26]1[CH:31]=[CH:30][C:29]([CH2:32][C:33]([O-:35])=O)=[CH:28][CH:27]=1)[CH2:8][CH2:9][CH2:10][CH2:11][CH2:12][CH2:13][CH2:14][CH2:15][CH2:16][CH2:17][CH2:18][CH2:19][CH2:20][CH2:21][CH2:22][CH2:23][CH3:24].C1C[O:39][CH2:38]C1. (6) Given the product [Cl:1][C:2]1[CH:3]=[C:4]([C:12]2[O:16][N:15]=[C:14]([C:17]3[C:27]4[O:26][CH2:25][CH2:24][N:23]([C:28]([O:30][C:31]([CH3:32])([CH3:33])[CH3:34])=[O:29])[CH:22]([CH2:35][C:36]([OH:38])=[O:37])[C:21]=4[CH:20]=[CH:19][CH:18]=3)[N:13]=2)[CH:5]=[N:6][C:7]=1[O:8][CH:9]([CH3:11])[CH3:10], predict the reactants needed to synthesize it. The reactants are: [Cl:1][C:2]1[CH:3]=[C:4]([C:12]2[O:16][N:15]=[C:14]([C:17]3[C:27]4[O:26][CH2:25][CH2:24][N:23]([C:28]([O:30][C:31]([CH3:34])([CH3:33])[CH3:32])=[O:29])[CH:22]([CH2:35][C:36]([O:38]CC)=[O:37])[C:21]=4[CH:20]=[CH:19][CH:18]=3)[N:13]=2)[CH:5]=[N:6][C:7]=1[O:8][CH:9]([CH3:11])[CH3:10].[OH-].[Na+]. (7) Given the product [F:53][C:50]([F:51])([F:52])[O:49][C:46]1[CH:47]=[CH:48][C:42]2[O:41][C:40]([NH2:39])=[N:44][C:43]=2[CH:45]=1, predict the reactants needed to synthesize it. The reactants are: IC1C2C(=NC=NC=2N)N(C2CCC(N3CCN(C)CC3)CC2)N=1.CC1(C)C(C)(C)OB(C2C=CC([NH:39][C:40]3[O:41][C:42]4[CH:48]=[CH:47][C:46]([O:49][C:50]([F:53])([F:52])[F:51])=[CH:45][C:43]=4[N:44]=3)=CC=2)O1.C(=O)([O-])[O-].[Na+].[Na+]. (8) Given the product [Br:13][C:3]1[C:4]2[C:5]([O:11][CH3:12])=[N:6][CH:7]=[CH:8][C:9]=2[O:10][CH:2]=1, predict the reactants needed to synthesize it. The reactants are: Br[CH:2]1[O:10][C:9]2[CH:8]=[CH:7][N:6]=[C:5]([O:11][CH3:12])[C:4]=2[CH:3]1[Br:13].C1CCN2C(=NCCC2)CC1. (9) Given the product [NH:5]1[CH2:14][CH2:15][N:16]=[C:4]1[C:3]1[CH:6]=[C:7]([O:12][CH3:13])[C:8]([O:10][CH3:11])=[CH:9][C:2]=1[NH2:1], predict the reactants needed to synthesize it. The reactants are: [NH2:1][C:2]1[CH:9]=[C:8]([O:10][CH3:11])[C:7]([O:12][CH3:13])=[CH:6][C:3]=1[C:4]#[N:5].[CH2:14](N)[CH2:15][NH2:16]. (10) Given the product [Cl:1][C:2]1[CH:3]=[C:4]([C:12]2[O:16][N:15]=[C:14]([C:17]3[CH:18]=[CH:19][CH:20]=[C:21]4[C:25]=3[N:24]([CH3:26])[CH:23]=[C:22]4[CH2:27][CH2:28][N:30]3[CH2:35][CH2:34][CH:33]([C:36]([O:38][CH2:39][CH3:40])=[O:37])[CH2:32][CH2:31]3)[N:13]=2)[CH:5]=[CH:6][C:7]=1[O:8][CH:9]([CH3:10])[CH3:11], predict the reactants needed to synthesize it. The reactants are: [Cl:1][C:2]1[CH:3]=[C:4]([C:12]2[O:16][N:15]=[C:14]([C:17]3[CH:18]=[CH:19][CH:20]=[C:21]4[C:25]=3[N:24]([CH3:26])[CH:23]=[C:22]4[CH2:27][CH:28]=O)[N:13]=2)[CH:5]=[CH:6][C:7]=1[O:8][CH:9]([CH3:11])[CH3:10].[NH:30]1[CH2:35][CH2:34][CH:33]([C:36]([O:38][CH2:39][CH3:40])=[O:37])[CH2:32][CH2:31]1.C(O)(=O)C.C(O[BH-](OC(=O)C)OC(=O)C)(=O)C.[Na+].